From a dataset of Catalyst prediction with 721,799 reactions and 888 catalyst types from USPTO. Predict which catalyst facilitates the given reaction. Reactant: [C:1]([C:3]1[N:7]([CH3:8])[C:6]([C:9]2[CH:10]=[C:11]3[C:15](=[CH:16][CH:17]=2)[NH:14][C:13](=[N:18][C:19]#[N:20])[C:12]23[CH2:25][CH2:24][CH2:23][CH2:22][CH2:21]2)=[CH:5][CH:4]=1)#[N:2].C(NCC)C. Product: [CH2:6]([NH:7][CH2:3][CH3:1])[CH3:5].[C:1]([C:3]1[N:7]([CH3:8])[C:6]([C:9]2[CH:10]=[C:11]3[C:15](=[CH:16][CH:17]=2)[NH:14][C:13](=[N:18][C:19]#[N:20])[C:12]23[CH2:25][CH2:24][CH2:23][CH2:22][CH2:21]2)=[CH:5][CH:4]=1)#[N:2]. The catalyst class is: 1.